From a dataset of Reaction yield outcomes from USPTO patents with 853,638 reactions. Predict the reaction yield, written as a fraction of the theoretical maximum amount of product (1.0 means a 100% yield; for example, 0.34 means a 34% yield). (1) The catalyst is [Cl-].[Na+].O.C(Cl)Cl.CN(C=O)C. The reactants are [CH3:1][O:2][C:3]([NH:5][C@@H:6]([CH:21]([CH3:23])[CH3:22])[C:7]([N:9]1[C@H:17]([C:18](O)=[O:19])[CH2:16][C:11]2([O:15][CH2:14][CH2:13][O:12]2)[CH2:10]1)=[O:8])=[O:4].CN(C(ON1N=NC2C=CC=NC1=2)=[N+](C)C)C.F[P-](F)(F)(F)(F)F.Cl.[NH2:49][CH2:50][C:51]([C:53]1[CH:58]=[CH:57][C:56]([Br:59])=[CH:55][CH:54]=1)=[O:52].C(N(C(C)C)CC)(C)C. The yield is 0.428. The product is [Br:59][C:56]1[CH:55]=[CH:54][C:53]([C:51](=[O:52])[CH2:50][NH:49][C:18]([C@@H:17]2[CH2:16][C:11]3([O:12][CH2:13][CH2:14][O:15]3)[CH2:10][N:9]2[C:7](=[O:8])[C@@H:6]([NH:5][C:3](=[O:4])[O:2][CH3:1])[CH:21]([CH3:22])[CH3:23])=[O:19])=[CH:58][CH:57]=1. (2) The reactants are [F:1][C:2]1[C:7]([OH:8])=[C:6]([F:9])[C:5]([F:10])=[C:4]([F:11])[C:3]=1[F:12].[C:13]([C:15]#[C:16][C:17]1[CH:25]=[CH:24][C:20]([C:21](O)=[O:22])=[CH:19][CH:18]=1)#[N:14].C1CCC(N=C=NC2CCCCC2)CC1. The catalyst is C1COCC1. The product is [C:13]([C:15]#[C:16][C:17]1[CH:25]=[CH:24][C:20]([C:21]([O:8][C:7]2[C:2]([F:1])=[C:3]([F:12])[C:4]([F:11])=[C:5]([F:10])[C:6]=2[F:9])=[O:22])=[CH:19][CH:18]=1)#[N:14]. The yield is 0.740. (3) The reactants are Br[C:2]1[CH:3]=[C:4]([CH:7]=[CH:8][C:9]=1[O:10][C:11]([F:14])([F:13])[F:12])[CH:5]=[O:6].[CH3:15][C:16]1[C:17](B(O)O)=[CH:18][C:19]2[C:20](C)([CH3:28])[CH2:21][CH2:22][C:23]([CH3:27])([CH3:26])[C:24]=2[CH:25]=1.[CH2:33](O)C.C(=O)([O-])[O-].[K+].[K+]. The catalyst is C1(C)C=CC=CC=1.C(OCC)(=O)C.C1C=CC([P]([Pd]([P](C2C=CC=CC=2)(C2C=CC=CC=2)C2C=CC=CC=2)([P](C2C=CC=CC=2)(C2C=CC=CC=2)C2C=CC=CC=2)[P](C2C=CC=CC=2)(C2C=CC=CC=2)C2C=CC=CC=2)(C2C=CC=CC=2)C2C=CC=CC=2)=CC=1.O. The product is [F:12][C:11]([F:14])([F:13])[O:10][C:9]1[CH:8]=[CH:7][C:4]([CH:5]=[O:6])=[CH:3][C:2]=1[C:17]1[C:16]([CH3:15])=[CH:25][C:24]2[C:23]([CH3:26])([CH3:27])[CH2:22][CH:21]([CH3:33])[CH:20]([CH3:28])[C:19]=2[CH:18]=1. The yield is 0.760. (4) The yield is 1.00. The catalyst is [Pd].C(OCC)(=O)C. The product is [CH3:1][O:2][C:3]([CH:5]1[CH2:13][C:12]2[C:7](=[CH:8][CH:9]=[CH:10][C:11]=2[NH2:14])[CH2:6]1)=[O:4]. The reactants are [CH3:1][O:2][C:3]([CH:5]1[CH2:13][C:12]2[C:7](=[CH:8][CH:9]=[CH:10][C:11]=2[N+:14]([O-])=O)[CH2:6]1)=[O:4].[H][H]. (5) The reactants are [Li+].[OH-].C([O:5][C:6]([CH:8]1[CH2:13][CH:12]([N:14]2[C:23]3[CH:22]=[CH:21][CH:20]=[C:19]([Cl:24])[C:18]=3[C:17]3=[N:25][O:26][C:27]([CH3:28])=[C:16]3[C:15]2=[O:29])[CH2:11][N:10]([C:30]([O:32][C:33]([CH3:36])([CH3:35])[CH3:34])=[O:31])[CH2:9]1)=[O:7])C. The catalyst is O.O1CCOCC1. The product is [C:33]([O:32][C:30]([N:10]1[CH2:11][CH:12]([N:14]2[C:23]3[CH:22]=[CH:21][CH:20]=[C:19]([Cl:24])[C:18]=3[C:17]3=[N:25][O:26][C:27]([CH3:28])=[C:16]3[C:15]2=[O:29])[CH2:13][CH:8]([C:6]([OH:7])=[O:5])[CH2:9]1)=[O:31])([CH3:36])([CH3:34])[CH3:35]. The yield is 1.00. (6) The reactants are C[O:2][C:3](=[O:28])[CH2:4][N:5]1[C:11](=[O:12])[C@@H:10]([NH:13][C:14](=[O:23])[CH2:15][CH2:16][C:17]2[CH:22]=[CH:21][CH:20]=[CH:19][CH:18]=2)[CH2:9][NH:8][C:7]2[CH:24]=[CH:25][CH:26]=[CH:27][C:6]1=2.O.[OH-].[Li+]. The catalyst is CO.O. The product is [C:17]1([CH2:16][CH2:15][C:14]([NH:13][C@@H:10]2[C:11](=[O:12])[N:5]([CH2:4][C:3]([OH:28])=[O:2])[C:6]3[CH:27]=[CH:26][CH:25]=[CH:24][C:7]=3[NH:8][CH2:9]2)=[O:23])[CH:22]=[CH:21][CH:20]=[CH:19][CH:18]=1. The yield is 0.880. (7) The reactants are N1CCCCC1.[CH3:7][O:8][C:9]1[CH:16]=[CH:15][C:12]([CH:13]=O)=[CH:11][C:10]=1[O:17][CH2:18][CH2:19][C:20]#[C:21][CH2:22][CH2:23][CH2:24][CH3:25].C([CH2:29][C:30]([NH:32][C:33]1[CH:41]=[CH:40][CH:39]=[CH:38][C:34]=1[C:35]([OH:37])=[O:36])=[O:31])(O)=O.CC(O)=O. The catalyst is C1(C)C=CC=CC=1. The product is [CH3:7][O:8][C:9]1[CH:16]=[CH:15][C:12](/[CH:13]=[CH:29]/[C:30]([NH:32][C:33]2[CH:41]=[CH:40][CH:39]=[CH:38][C:34]=2[C:35]([OH:37])=[O:36])=[O:31])=[CH:11][C:10]=1[O:17][CH2:18][CH2:19][C:20]#[C:21][CH2:22][CH2:23][CH2:24][CH3:25]. The yield is 0.820. (8) The reactants are FC(F)(F)S([O:6][Si:7]([CH:14]([CH3:16])[CH3:15])([CH:11]([CH3:13])[CH3:12])[CH:8]([CH3:10])[CH3:9])(=O)=O.[F:19][C:20]1[CH:21]=[CH:22][C:23]2[N:24]([C:26]([N:29]3[CH2:33][CH2:32][C@H:31](O)[CH2:30]3)=[N:27][N:28]=2)[CH:25]=1.CCN(CC)CC. The catalyst is CN(C=O)C. The product is [F:19][C:20]1[CH:21]=[CH:22][C:23]2[N:24]([C:26]([N:29]3[CH2:33][CH2:32][C@H:31]([O:6][Si:7]([CH:8]([CH3:9])[CH3:10])([CH:11]([CH3:12])[CH3:13])[CH:14]([CH3:15])[CH3:16])[CH2:30]3)=[N:27][N:28]=2)[CH:25]=1. The yield is 0.860.